Dataset: Peptide-MHC class I binding affinity with 185,985 pairs from IEDB/IMGT. Task: Regression. Given a peptide amino acid sequence and an MHC pseudo amino acid sequence, predict their binding affinity value. This is MHC class I binding data. (1) The peptide sequence is ILLARLFLY. The MHC is HLA-A11:01 with pseudo-sequence HLA-A11:01. The binding affinity (normalized) is 0.213. (2) The peptide sequence is YHSNVKEL. The MHC is HLA-B40:02 with pseudo-sequence HLA-B40:02. The binding affinity (normalized) is 0.